This data is from Full USPTO retrosynthesis dataset with 1.9M reactions from patents (1976-2016). The task is: Predict the reactants needed to synthesize the given product. (1) The reactants are: Br[C:2]1[CH:3]=[CH:4][C:5]([NH:8][C:9]([CH3:14])([CH2:12][CH3:13])[C:10]#[N:11])=[N:6][CH:7]=1.[CH3:15][C:16]1[CH:17]=[C:18]([NH:31][C:32]2[N:37]=[C:36]([C:38]([F:41])([F:40])[F:39])[CH:35]=[CH:34][N:33]=2)[CH:19]=[C:20](B2OC(C)(C)C(C)(C)O2)[CH:21]=1.C(=O)([O-])[O-].[Na+].[Na+]. Given the product [CH3:14][C:9]([NH:8][C:5]1[CH:4]=[CH:3][C:2]([C:20]2[CH:19]=[C:18]([NH:31][C:32]3[N:37]=[C:36]([C:38]([F:41])([F:40])[F:39])[CH:35]=[CH:34][N:33]=3)[CH:17]=[C:16]([CH3:15])[CH:21]=2)=[CH:7][N:6]=1)([CH2:12][CH3:13])[C:10]#[N:11], predict the reactants needed to synthesize it. (2) Given the product [CH3:14][C:15]1([CH3:38])[CH2:16][O:17][CH:18]([CH:21]2[CH2:26][CH2:25][N:24]([C:2]3[C:3]4[S:10][C:9]([C:11]([NH2:13])=[O:12])=[CH:8][C:4]=4[N:5]=[CH:6][N:7]=3)[CH2:23][CH2:22]2)[O:19][CH2:20]1, predict the reactants needed to synthesize it. The reactants are: Cl[C:2]1[C:3]2[S:10][C:9]([C:11]([NH2:13])=[O:12])=[CH:8][C:4]=2[N:5]=[CH:6][N:7]=1.[CH3:14][C:15]1([CH3:38])[CH2:20][O:19][CH:18]([CH:21]2[CH2:26][CH2:25][N:24](C3C=CC(C([O-])=O)=C(C)C=3C)[CH2:23][CH2:22]2)[O:17][CH2:16]1.CCN(C(C)C)C(C)C.